This data is from Full USPTO retrosynthesis dataset with 1.9M reactions from patents (1976-2016). The task is: Predict the reactants needed to synthesize the given product. (1) Given the product [CH3:22][O:23][C:24]1[C:29]([CH3:30])=[CH:28][C:27]([S:31]([N:6]2[CH:7]([CH3:17])[C:8]3[C:13](=[CH:12][CH:11]=[CH:10][CH:9]=3)[C:14]3[CH:1]=[CH:2][CH:3]=[CH:4][C:5]2=3)(=[O:33])=[O:32])=[CH:26][C:25]=1[CH3:35], predict the reactants needed to synthesize it. The reactants are: [CH:1]1[C:14]2[C:5](=[N:6][CH:7]=[C:8]3[C:13]=2[CH:12]=[CH:11][CH:10]=[CH:9]3)[CH:4]=[CH:3][CH:2]=1.C[Li].[CH2:17](OCC)C.[CH3:22][O:23][C:24]1[C:29]([CH3:30])=[CH:28][C:27]([S:31](Cl)(=[O:33])=[O:32])=[CH:26][C:25]=1[CH3:35]. (2) Given the product [Br:39][CH2:11][C:10]1[C:6]2[C:5](=[O:23])[N:4]([CH2:24][CH2:25][C:26]([O:28][CH2:29][CH3:30])=[O:27])[C:3](=[O:31])[N:2]([CH3:1])[C:7]=2[S:8][C:9]=1[C:12]1[CH:17]=[CH:16][CH:15]=[C:14]([O:18][C:19]([F:20])([F:21])[F:22])[CH:13]=1, predict the reactants needed to synthesize it. The reactants are: [CH3:1][N:2]1[C:7]2[S:8][C:9]([C:12]3[CH:17]=[CH:16][CH:15]=[C:14]([O:18][C:19]([F:22])([F:21])[F:20])[CH:13]=3)=[C:10]([CH3:11])[C:6]=2[C:5](=[O:23])[N:4]([CH2:24][CH2:25][C:26]([O:28][CH2:29][CH3:30])=[O:27])[C:3]1=[O:31].C1C(=O)N([Br:39])C(=O)C1.C(OOC(=O)C1C=CC=CC=1)(=O)C1C=CC=CC=1. (3) Given the product [F:1][C:2]([F:26])([F:25])[CH2:3][NH:4][C:5]([C:7]1([CH2:20][CH2:21][CH2:22][CH2:23][N:38]2[CH2:39][CH2:40][N:35]([C:33]3[N:32]([CH3:41])[C:31]4[CH:42]=[CH:43][C:28]([F:27])=[CH:29][C:30]=4[N:34]=3)[CH2:36][CH2:37]2)[C:19]2[CH:18]=[CH:17][CH:16]=[CH:15][C:14]=2[C:13]2[C:8]1=[CH:9][CH:10]=[CH:11][CH:12]=2)=[O:6], predict the reactants needed to synthesize it. The reactants are: [F:1][C:2]([F:26])([F:25])[CH2:3][NH:4][C:5]([C:7]1([CH2:20][CH2:21][CH2:22][CH2:23]Br)[C:19]2[CH:18]=[CH:17][CH:16]=[CH:15][C:14]=2[C:13]2[C:8]1=[CH:9][CH:10]=[CH:11][CH:12]=2)=[O:6].[F:27][C:28]1[CH:43]=[CH:42][C:31]2[N:32]([CH3:41])[C:33]([N:35]3[CH2:40][CH2:39][NH:38][CH2:37][CH2:36]3)=[N:34][C:30]=2[CH:29]=1. (4) Given the product [CH3:6][C:7]1[C:8]2[C:20](=[O:31])[C:21]3[C:26](=[CH:25][CH:24]=[CH:23][CH:22]=3)[S:27][C:10]=2[CH:11]=[CH:12][CH:13]=1, predict the reactants needed to synthesize it. The reactants are: S(=O)(=O)(O)O.[C:6](S)(=S)[C:7]1[C:8](=[CH:10][CH:11]=[CH:12][CH:13]=1)O.CC1C=CC2[S:27][C:26]3[C:21](=[CH:22][CH:23]=[CH:24][CH:25]=3)[C:20](=[O:31])C=2C=1.CC1C=CC2C(=O)C3C(SC=2C=1)=CC=CC=3. (5) Given the product [C:10]1([C:16]2[S:20][C:19]([CH2:21][O:22][CH2:23][C:24]3[O:3][N:1]=[C:4]([C:5]([O:7][CH2:8][CH3:9])=[O:6])[CH:25]=3)=[CH:18][CH:17]=2)[CH:11]=[CH:12][CH:13]=[CH:14][CH:15]=1, predict the reactants needed to synthesize it. The reactants are: [N+:1]([CH2:4][C:5]([O:7][CH2:8][CH3:9])=[O:6])([O-:3])=O.[C:10]1([C:16]2[S:20][C:19]([CH2:21][O:22][CH2:23][C:24]#[CH:25])=[CH:18][CH:17]=2)[CH:15]=[CH:14][CH:13]=[CH:12][CH:11]=1.N12CCN(CC1)CC2.Cl.